This data is from Catalyst prediction with 721,799 reactions and 888 catalyst types from USPTO. The task is: Predict which catalyst facilitates the given reaction. (1) Reactant: [F:1][C:2]([F:30])([F:29])[C:3]([CH:18]=[N:19][C:20]1[CH:28]=[CH:27][CH:26]=[C:25]2[C:21]=1[CH:22]=[N:23][NH:24]2)([OH:17])[CH2:4][C:5]([C:8]1[CH:13]=[C:12]([Br:14])[CH:11]=[CH:10][C:9]=1[O:15][CH3:16])([CH3:7])[CH3:6].B(Br)(Br)Br.C(=O)(O)[O-].[Na+].C(OCC)(=O)C. Product: [Br:14][C:12]1[CH:11]=[CH:10][C:9]([O:15][CH3:16])=[C:8]2[C:13]=1[CH:18]([NH:19][C:20]1[CH:28]=[CH:27][CH:26]=[C:25]3[C:21]=1[CH:22]=[N:23][NH:24]3)[C:3]([C:2]([F:29])([F:1])[F:30])([OH:17])[CH2:4][C:5]2([CH3:7])[CH3:6]. The catalyst class is: 4. (2) Reactant: Cl[C:2]1[CH:7]=[C:6]([C:8]#[N:9])[CH:5]=[CH:4][N:3]=1.[O-:10][CH2:11][CH3:12].[K+]. Product: [CH2:11]([O:10][C:2]1[CH:7]=[C:6]([C:8]#[N:9])[CH:5]=[CH:4][N:3]=1)[CH3:12]. The catalyst class is: 12. (3) Reactant: [N+:1]([C:4]1[CH:18]=[CH:17][C:7]([CH2:8]P(=O)(OCC)OCC)=[CH:6][CH:5]=1)([O-:3])=[O:2].O=[C:20]1[CH2:25][CH2:24][N:23]([C:26]([O:28][C:29]([CH3:32])([CH3:31])[CH3:30])=[O:27])[CH2:22][CH2:21]1.[H-].[Na+]. Product: [N+:1]([C:4]1[CH:5]=[CH:6][C:7]([CH:8]=[C:20]2[CH2:25][CH2:24][N:23]([C:26]([O:28][C:29]([CH3:32])([CH3:31])[CH3:30])=[O:27])[CH2:22][CH2:21]2)=[CH:17][CH:18]=1)([O-:3])=[O:2]. The catalyst class is: 7. (4) Reactant: [Br:1][C:2]1[CH:3]=[N:4][C:5]([NH:8][C@H:9]([C:14]([OH:16])=O)[CH2:10][CH:11]([CH3:13])[CH3:12])=[N:6][CH:7]=1.C1CN([P+](O[N:34]2N=[N:41][C:36]3C=CC=C[C:35]2=3)(N2CCCC2)N2CCCC2)CC1.F[P-](F)(F)(F)(F)F.Cl.NCC#N.C(N(CC)CC)C.C([O-])(O)=O.[Na+]. Product: [Br:1][C:2]1[CH:7]=[N:6][C:5]([NH:8][CH:9]([CH2:10][CH:11]([CH3:12])[CH3:13])[C:14]([NH:41][CH2:36][C:35]#[N:34])=[O:16])=[N:4][CH:3]=1. The catalyst class is: 3. (5) Reactant: C[O:2][C:3]([C:5]1[S:6][C:7]([S:12]([CH3:15])(=[O:14])=[O:13])=[C:8]([C:10]#[N:11])[CH:9]=1)=[O:4].[Li+].[OH-].Cl.C(C1C=C(C(O)=O)SC=1S(C)(=O)=[O:27])#N. Product: [C:10]([C:8]1[CH:9]=[C:5]([C:3]([OH:2])=[O:4])[S:6][C:7]=1[S:12]([CH3:15])(=[O:14])=[O:13])(=[O:27])[NH2:11]. The catalyst class is: 20. (6) Reactant: [OH:1][CH2:2][CH2:3][CH2:4][C:5]1([C:16]2[CH:21]=[CH:20][C:19]([O:22][CH3:23])=[CH:18][CH:17]=2)[C:13]2[C:8](=[CH:9][C:10]([C:14]#[N:15])=[CH:11][CH:12]=2)[CH2:7][O:6]1.C(N(CC)CC)C.[CH3:31][S:32](Cl)(=[O:34])=[O:33]. Product: [CH3:31][S:32]([O:1][CH2:2][CH2:3][CH2:4][C:5]1([C:16]2[CH:17]=[CH:18][C:19]([O:22][CH3:23])=[CH:20][CH:21]=2)[C:13]2[C:8](=[CH:9][C:10]([C:14]#[N:15])=[CH:11][CH:12]=2)[CH2:7][O:6]1)(=[O:34])=[O:33]. The catalyst class is: 4. (7) Reactant: [CH3:1][C:2]1[S:3][C:4]2[CH2:9][N:8](S(C3C=CC(C)=CC=3)(=O)=O)[CH2:7][C:5]=2[N:6]=1.Br.C1(O)C=CC=CC=1. Product: [CH3:1][C:2]1[S:3][C:4]2[CH2:9][NH:8][CH2:7][C:5]=2[N:6]=1. The catalyst class is: 6. (8) Reactant: C([N:8](CC1C=CC=CC=1)[C:9]1[N:17]=[CH:16][N:15]=[C:14]2[C:10]=1[NH:11][C:12](=[O:33])[N:13]2[C:18]1[CH:23]=[CH:22][C:21]([N:24]([CH3:32])[C:25](=[O:31])[O:26][C:27]([CH3:30])([CH3:29])[CH3:28])=[CH:20][CH:19]=1)C1C=CC=CC=1.Cl. Product: [NH2:8][C:9]1[N:17]=[CH:16][N:15]=[C:14]2[C:10]=1[NH:11][C:12](=[O:33])[N:13]2[C:18]1[CH:19]=[CH:20][C:21]([N:24]([CH3:32])[C:25](=[O:31])[O:26][C:27]([CH3:28])([CH3:29])[CH3:30])=[CH:22][CH:23]=1. The catalyst class is: 105. (9) Reactant: [C:1]([N:4]1[CH2:9][CH2:8][C:7]2[N:10]([CH2:21][CH:22]3[CH2:27][CH2:26][CH2:25][N:24](C(OC(C)(C)C)=O)[CH2:23]3)[N:11]=[C:12]([NH:13][C:14]3[CH:15]=[C:16]([CH3:20])[CH:17]=[CH:18][CH:19]=3)[C:6]=2[CH2:5]1)(=[O:3])[CH3:2].[ClH:35].CCOC(C)=O. Product: [ClH:35].[NH:24]1[CH2:25][CH2:26][CH2:27][CH:22]([CH2:21][N:10]2[C:7]3[CH2:8][CH2:9][N:4]([C:1](=[O:3])[CH3:2])[CH2:5][C:6]=3[C:12]([NH:13][C:14]3[CH:15]=[C:16]([CH3:20])[CH:17]=[CH:18][CH:19]=3)=[N:11]2)[CH2:23]1. The catalyst class is: 25. (10) The catalyst class is: 9. Product: [CH3:1][C:2]1([CH3:14])[C:6]([CH3:7])([CH3:8])[O:5][B:4]([C:9]2[CH:13]=[N:12][N:11]([CH2:18][CH2:17][OH:16])[CH:10]=2)[O:3]1. Reactant: [CH3:1][C:2]1([CH3:14])[C:6]([CH3:8])([CH3:7])[O:5][B:4]([C:9]2[CH:10]=[N:11][NH:12][CH:13]=2)[O:3]1.C1(=O)O[CH2:18][CH2:17][O:16]1.[H-].[Na+].